Dataset: Full USPTO retrosynthesis dataset with 1.9M reactions from patents (1976-2016). Task: Predict the reactants needed to synthesize the given product. (1) Given the product [C:31]([C:35]1[CH:36]=[CH:37][C:38]([C:39]([NH:1][C:2]2[C:11]3[C:6](=[CH:7][CH:8]=[C:9]([O:12][CH3:13])[CH:10]=3)[CH:5]=[C:4]([C:14]3[CH:19]=[CH:18][N:17]=[C:16]([NH:20][CH3:21])[N:15]=3)[CH:3]=2)=[O:40])=[CH:42][CH:43]=1)([CH3:34])([CH3:32])[CH3:33], predict the reactants needed to synthesize it. The reactants are: [NH2:1][C:2]1[C:11]2[C:6](=[CH:7][CH:8]=[C:9]([O:12][CH3:13])[CH:10]=2)[CH:5]=[C:4]([C:14]2[CH:19]=[CH:18][N:17]=[C:16]([NH:20][CH3:21])[N:15]=2)[CH:3]=1.C(N(CC)C(C)C)(C)C.[C:31]([C:35]1[CH:43]=[CH:42][C:38]([C:39](Cl)=[O:40])=[CH:37][CH:36]=1)([CH3:34])([CH3:33])[CH3:32]. (2) Given the product [Cl:1][C:2]1[N:7]=[C:6]([NH:11][C@@H:12]2[CH2:17][CH2:16][CH2:15][CH2:14][C@@H:13]2[NH:18][C:19](=[O:25])[O:20][C:21]([CH3:23])([CH3:22])[CH3:24])[CH:5]=[N:4][C:3]=1[C:9]#[N:10], predict the reactants needed to synthesize it. The reactants are: [Cl:1][C:2]1[C:3]([C:9]#[N:10])=[N:4][CH:5]=[C:6](Cl)[N:7]=1.[NH2:11][C@@H:12]1[CH2:17][CH2:16][CH2:15][CH2:14][C@@H:13]1[NH:18][C:19](=[O:25])[O:20][C:21]([CH3:24])([CH3:23])[CH3:22].CCN(C(C)C)C(C)C.O. (3) Given the product [NH:15]1[CH:16]=[CH:17][C:13]([NH:12][C:4]2[N:3]=[C:2]([C:20]3[CH:19]=[N:18][CH:23]=[CH:22][CH:21]=3)[C:11]3[C:6]([CH:5]=2)=[CH:7][CH:8]=[CH:9][CH:10]=3)=[N:14]1, predict the reactants needed to synthesize it. The reactants are: Cl[C:2]1[C:11]2[C:6](=[CH:7][CH:8]=[CH:9][CH:10]=2)[CH:5]=[C:4]([NH:12][C:13]2[CH:17]=[CH:16][NH:15][N:14]=2)[N:3]=1.[N:18]1[CH:23]=[CH:22][CH:21]=[C:20](B(O)O)[CH:19]=1.